This data is from Retrosynthesis with 50K atom-mapped reactions and 10 reaction types from USPTO. The task is: Predict the reactants needed to synthesize the given product. (1) Given the product COC(=O)c1cc(NC(C)=O)cc(NC(C)=O)c1C#Cc1ccccc1, predict the reactants needed to synthesize it. The reactants are: CCCC[Sn](C#Cc1ccccc1)(CCCC)CCCC.COC(=O)c1cc(NC(C)=O)cc(NC(C)=O)c1Br. (2) The reactants are: CC(C)Oc1ccc(-c2nc(-c3ccc(O)cc3Cl)no2)cc1C#N.CCOC(=O)CCCBr. Given the product CCOC(=O)CCCOc1ccc(-c2noc(-c3ccc(OC(C)C)c(C#N)c3)n2)c(Cl)c1, predict the reactants needed to synthesize it.